This data is from Catalyst prediction with 721,799 reactions and 888 catalyst types from USPTO. The task is: Predict which catalyst facilitates the given reaction. Reactant: [CH:1]1[C:2]([CH2:10][C@@H:11]([NH2:28])[CH2:12][C:13]([N:15]2[CH2:27][C:19]3=[N:20][N:21]=[C:22]([C:23]([F:26])([F:25])[F:24])[N:18]3[CH2:17][CH2:16]2)=[O:14])=[C:3]([F:9])[CH:4]=[C:5]([F:8])[C:6]=1[F:7].[C:29]([OH:37])(=[O:36])[C:30]1[CH:35]=[CH:34][N:33]=[CH:32][CH:31]=1. Product: [CH:1]1[C:2]([CH2:10][C@@H:11]([NH2:28])[CH2:12][C:13]([N:15]2[CH2:27][C:19]3=[N:20][N:21]=[C:22]([C:23]([F:26])([F:25])[F:24])[N:18]3[CH2:17][CH2:16]2)=[O:14])=[C:3]([F:9])[CH:4]=[C:5]([F:8])[C:6]=1[F:7].[C:29]([O-:37])(=[O:36])[C:30]1[CH:35]=[CH:34][N:33]=[CH:32][CH:31]=1. The catalyst class is: 8.